Dataset: Reaction yield outcomes from USPTO patents with 853,638 reactions. Task: Predict the reaction yield, written as a fraction of the theoretical maximum amount of product (1.0 means a 100% yield; for example, 0.34 means a 34% yield). (1) The reactants are [CH2:1]1[C:13]2[NH:12][C:11]3[C:6](=[CH:7][C:8]([NH2:14])=[CH:9][CH:10]=3)[C:5]=2[CH2:4][CH2:3][CH2:2]1.[O:15]1[C:19]2[CH:20]=[CH:21][C:22]([C:24]3([C:27](O)=[O:28])[CH2:26][CH2:25]3)=[CH:23][C:18]=2[O:17][CH2:16]1.C(N(C(C)C)CC)(C)C.F[P-](F)(F)(F)(F)F.N1(OC(N(C)C)=[N+](C)C)C2N=CC=CC=2N=N1. The catalyst is C(#N)C. The product is [O:15]1[C:19]2[CH:20]=[CH:21][C:22]([C:24]3([C:27]([NH:14][C:8]4[CH:7]=[C:6]5[C:11](=[CH:10][CH:9]=4)[NH:12][C:13]4[CH2:1][CH2:2][CH2:3][CH2:4][C:5]5=4)=[O:28])[CH2:25][CH2:26]3)=[CH:23][C:18]=2[O:17][CH2:16]1. The yield is 0.700. (2) The reactants are CC[O:3][C:4]([CH:6]1[C:11](=O)[CH2:10][CH2:9][CH2:8][CH2:7]1)=O.[CH3:13][NH:14][NH2:15]. The catalyst is C1(C)C=CC=CC=1. The product is [CH3:13][N:14]1[C:4](=[O:3])[CH:6]2[C:11]([CH2:10][CH2:9][CH2:8][CH2:7]2)=[N:15]1. The yield is 0.860.